Task: Predict the reaction yield, written as a fraction of the theoretical maximum amount of product (1.0 means a 100% yield; for example, 0.34 means a 34% yield).. Dataset: Reaction yield outcomes from USPTO patents with 853,638 reactions (1) The reactants are [N:1]1[CH:6]=[C:5]([CH2:7][C:8]2[C:9](=[O:15])[NH:10][C:11](=[S:14])[NH:12][CH:13]=2)[CH:4]=[N:3][CH:2]=1.CCN(C(C)C)C(C)C.Cl[CH2:26][C:27]1[CH:28]=[CH:29][C:30]([O:35][C:36]2[CH:41]=[CH:40][C:39]([C:42]([F:45])([F:44])[F:43])=[CH:38][N:37]=2)=[C:31]([CH:34]=1)[C:32]#[N:33]. The catalyst is C(Cl)Cl. The product is [O:15]=[C:9]1[C:8]([CH2:7][C:5]2[CH:6]=[N:1][CH:2]=[N:3][CH:4]=2)=[CH:13][NH:12][C:11]([S:14][CH2:26][C:27]2[CH:28]=[CH:29][C:30]([O:35][C:36]3[CH:41]=[CH:40][C:39]([C:42]([F:45])([F:43])[F:44])=[CH:38][N:37]=3)=[C:31]([CH:34]=2)[C:32]#[N:33])=[N:10]1. The yield is 0.416. (2) The reactants are Br[CH2:2][C:3]1[CH:8]=[CH:7][CH:6]=[CH:5][CH:4]=1.[Br:9][C:10]1[CH:11]=[C:12]([OH:16])[CH:13]=[CH:14][CH:15]=1.C(=O)([O-])[O-].[K+].[K+]. The catalyst is CC(C)=O. The product is [CH2:2]([O:16][C:12]1[CH:13]=[CH:14][CH:15]=[C:10]([Br:9])[CH:11]=1)[C:3]1[CH:8]=[CH:7][CH:6]=[CH:5][CH:4]=1. The yield is 0.670. (3) The reactants are [Li+].CCC[CH2-].C(NC(C)C)(C)C.[Cl:13][C:14]1[CH:15]=[N:16][CH:17]=[CH:18][CH:19]=1.[CH:20](OCC)=[O:21]. The catalyst is C1COCC1. The product is [Cl:13][C:14]1[CH:15]=[N:16][CH:17]=[CH:18][C:19]=1[CH:20]=[O:21]. The yield is 0.550. (4) The reactants are [C:1]([C:3]1[CH:11]=[C:7]([C:8]([OH:10])=O)[C:6]([OH:12])=[CH:5][CH:4]=1)#[N:2].[F:13][C:14]([F:27])([F:26])[C:15]1[CH:16]=[C:17]([CH:19]=[C:20]([C:22]([F:25])([F:24])[F:23])[CH:21]=1)[NH2:18]. No catalyst specified. The product is [F:13][C:14]([F:26])([F:27])[C:15]1[CH:16]=[C:17]([NH:18][C:8](=[O:10])[C:7]2[CH:11]=[C:3]([C:1]#[N:2])[CH:4]=[CH:5][C:6]=2[OH:12])[CH:19]=[C:20]([C:22]([F:23])([F:25])[F:24])[CH:21]=1. The yield is 0.166. (5) The reactants are Cl.O.[NH:3]1[CH2:8][CH2:7][C:6](=[O:9])[CH2:5][CH2:4]1.C(N(CC)CC)C.[C:17]1([S:23](Cl)(=[O:25])=[O:24])[CH:22]=[CH:21][CH:20]=[CH:19][CH:18]=1. The catalyst is C(Cl)Cl. The product is [C:17]1([S:23]([N:3]2[CH2:8][CH2:7][C:6](=[O:9])[CH2:5][CH2:4]2)(=[O:25])=[O:24])[CH:22]=[CH:21][CH:20]=[CH:19][CH:18]=1. The yield is 0.830.